Dataset: Drug-target binding data from BindingDB using Ki measurements. Task: Regression. Given a target protein amino acid sequence and a drug SMILES string, predict the binding affinity score between them. We predict pKi (pKi = -log10(Ki in M); higher means stronger inhibition). Dataset: bindingdb_ki. (1) The drug is Cc1nc2n(c(=O)c1CCN1CCC(c3noc4cc(F)ccc34)CC1)CCCC2. The target protein (P18090) has sequence MGAGALALGASEPCNLSSAAPLPDGAATAARLLVLASPPASLLPPASEGSAPLSQQWTAGMGLLLALIVLLIVVGNVLVIVAIAKTPRLQTLTNLFIMSLASADLVMGLLVVPFGATIVVWGRWEYGSFFCELWTSVDVLCVTASIETLCVIALDRYLAITLPFRYQSLLTRARARALVCTVWAISALVSFLPILMHWWRAESDEARRCYNDPKCCDFVTNRAYAIASSVVSFYVPLCIMAFVYLRVFREAQKQVKKIDSCERRFLTGPPRPPSPAPSPSPGPPRPADSLANGRSSKRRPSRLVALREQKALKTLGIIMGVFTLCWLPFFLANVVKAFHRDLVPDRLFVFFNWLGYANSAFNPIIYCRSPDFRKAFQRLLCCARRAACRRRAAHGDRPRASGCLARAGPPPSPGAPSDDDDDDAGATPPARLLEPWAGCNGGTTTVDSDSSLDEPGRQGFSSESKV. The pKi is 4.7. (2) The compound is CNC(=O)CCC(=O)N[C@@H](Cc1ccccc1)[C@H](O)CN(C[C@@H](C)O)S(=O)(=O)c1ccco1. The target protein sequence is PQVTLWQRPLVTIRVGGQLKEALLDTGADDTVLEDMNLPGRWKPKMIGGIGGFIKVRQYDQITVEICGHKAIGTVLVGPTPVNIIGRNLLTXIGCTLNF. The pKi is 6.3. (3) The compound is CN(C(=O)Cc1ccccc1)[C@H]1CC[C@@]2(CCCO2)C[C@@H]1N1CCCC1. The pKi is 8.0. The target protein sequence is MDSPIQIFRGEPGPTCAPSACLPPNSSAWFPGWAEPDSNGSAGSEDAQLEPAHISPAIPVIITAVYSVVFVVGLVGNSLVMFVIIRYTKMKTATNIYIFNLALADALVTTTMPFQSTVYLMNSWPFGDVLCKIVISIDYYNMFTSIFTLTMMSVDRYIAVCHPVKALDFRTPLKAKIINICIWLLSSSVGISAIVLGGTKVREDVDVIECSLQFPDDDYSWWDLFMKICVFIFAFVIPVLIIIVCYTLMILRLKSVRLLSGSREKDRNLRRITRLVLVVVAVFVVCWTPIHIFILVAALGSTSHSTAALSSYYFCIALGYTNSSLNPILYAFLDENFKRCFRDFCFPLKMRMERQSTSRVRNTVQDPAYLRDIDGMNKPV.